Dataset: Catalyst prediction with 721,799 reactions and 888 catalyst types from USPTO. Task: Predict which catalyst facilitates the given reaction. (1) Reactant: Cl.[CH3:2][O:3][C:4]([C:6]1([C:12]2[CH:17]=[CH:16][C:15]([Cl:18])=[CH:14][CH:13]=2)[CH2:11][CH2:10][NH:9][CH2:8][CH2:7]1)=[O:5].[Cl:19][C:20]1[C:21]([C:30]([F:33])([F:32])[F:31])=[N:22][N:23]([CH2:26][C:27](O)=[O:28])[C:24]=1[CH3:25].F[P-](F)(F)(F)(F)F.N1(O[P+](N(C)C)(N(C)C)N(C)C)C2C=CC=CC=2N=N1. Product: [CH3:2][O:3][C:4]([C:6]1([C:12]2[CH:13]=[CH:14][C:15]([Cl:18])=[CH:16][CH:17]=2)[CH2:7][CH2:8][N:9]([C:27](=[O:28])[CH2:26][N:23]2[C:24]([CH3:25])=[C:20]([Cl:19])[C:21]([C:30]([F:33])([F:32])[F:31])=[N:22]2)[CH2:10][CH2:11]1)=[O:5]. The catalyst class is: 37. (2) Reactant: Cl[C:2]1[N:7]=[C:6]([C:8]([OH:11])([CH3:10])[CH3:9])[C:5]([F:12])=[C:4]([CH3:13])[N:3]=1.[S:14]1[C:18]([C@:19]23[CH2:27][NH:26][CH2:25][C@H:24]2[CH2:23][S:22][C:21]([NH:28][C:29](=[O:36])[C:30]2[CH:35]=[CH:34][CH:33]=[CH:32][CH:31]=2)=[N:20]3)=[CH:17][CH:16]=[N:15]1.C(N(C(C)C)CC)(C)C. Product: [F:12][C:5]1[C:6]([C:8]([OH:11])([CH3:10])[CH3:9])=[N:7][C:2]([N:26]2[CH2:25][C@@H:24]3[C@@:19]([C:18]4[S:14][N:15]=[CH:16][CH:17]=4)([N:20]=[C:21]([NH:28][C:29](=[O:36])[C:30]4[CH:31]=[CH:32][CH:33]=[CH:34][CH:35]=4)[S:22][CH2:23]3)[CH2:27]2)=[N:3][C:4]=1[CH3:13]. The catalyst class is: 12. (3) Reactant: [CH3:1][O:2][C:3](=[O:12])[C:4]1[CH:9]=[CH:8][C:7]([CH3:10])=[CH:6][C:5]=1[OH:11].C1C(=O)N([Br:20])C(=O)C1. The catalyst class is: 340. Product: [CH3:1][O:2][C:3](=[O:12])[C:4]1[CH:9]=[CH:8][C:7]([CH2:10][Br:20])=[CH:6][C:5]=1[OH:11].